This data is from Full USPTO retrosynthesis dataset with 1.9M reactions from patents (1976-2016). The task is: Predict the reactants needed to synthesize the given product. (1) Given the product [CH:33]1([C:38]([N:16]2[CH2:15][CH2:14][N:13]([C:6]3[C:5]([CH3:19])=[C:4]([NH:20][C:21]4[CH:22]=[N:23][CH:24]=[C:25]([N:27]5[CH2:32][CH2:31][O:30][CH2:29][CH2:28]5)[CH:26]=4)[C:3]4[C:8](=[CH:9][C:10]([F:12])=[CH:11][C:2]=4[F:1])[N:7]=3)[CH2:18][CH2:17]2)=[O:39])[CH2:37][CH2:36][CH2:35][CH2:34]1, predict the reactants needed to synthesize it. The reactants are: [F:1][C:2]1[CH:11]=[C:10]([F:12])[CH:9]=[C:8]2[C:3]=1[C:4]([NH:20][C:21]1[CH:22]=[N:23][CH:24]=[C:25]([N:27]3[CH2:32][CH2:31][O:30][CH2:29][CH2:28]3)[CH:26]=1)=[C:5]([CH3:19])[C:6]([N:13]1[CH2:18][CH2:17][NH:16][CH2:15][CH2:14]1)=[N:7]2.[CH:33]1([C:38](Cl)=[O:39])[CH2:37][CH2:36][CH2:35][CH2:34]1. (2) Given the product [C:1]([O:5][C:6]([C:8]1[O:9][C:10]2[CH:17]=[CH:16][C:15]([I:19])=[C:14]([OH:18])[C:11]=2[C:12]=1[CH3:13])=[O:7])([CH3:4])([CH3:2])[CH3:3], predict the reactants needed to synthesize it. The reactants are: [C:1]([O:5][C:6]([C:8]1[O:9][C:10]2[CH:17]=[CH:16][CH:15]=[C:14]([OH:18])[C:11]=2[C:12]=1[CH3:13])=[O:7])([CH3:4])([CH3:3])[CH3:2].[I:19]N1C(=O)CCC1=O.